This data is from Reaction yield outcomes from USPTO patents with 853,638 reactions. The task is: Predict the reaction yield, written as a fraction of the theoretical maximum amount of product (1.0 means a 100% yield; for example, 0.34 means a 34% yield). (1) The reactants are Cl[C:2]1[N:3]([C@@H:15]2[O:21][C@H:20]([CH2:22][OH:23])[C@@H:18]([OH:19])[C@H:16]2[OH:17])[C:4]2[C:9]([C:10]=1[C:11]#[N:12])=[CH:8][C:7]([Cl:13])=[C:6]([Cl:14])[CH:5]=2.[CH3:24][O-:25].[Na+]. The catalyst is CO. The product is [Cl:13][C:7]1[CH:8]=[C:9]2[C:4](=[CH:5][C:6]=1[Cl:14])[N:3]([C@@H:15]1[O:21][C@H:20]([CH2:22][OH:23])[C@@H:18]([OH:19])[C@H:16]1[OH:17])[C:2]([O:25][CH3:24])=[C:10]2[C:11]#[N:12]. The yield is 0.630. (2) The reactants are C(NC(C)C)(C)C.[Li]CCCC.Cl[Si:14]([CH3:17])([CH3:16])[CH3:15].[Br:18][C:19]1[C:27]2[O:26][CH:25]=[CH:24][C:23]=2[CH:22]=[CH:21][CH:20]=1.[NH4+].[Cl-]. The catalyst is C1COCC1.Cl. The product is [Br:18][C:19]1[C:27]2[O:26][C:25]([Si:14]([CH3:17])([CH3:16])[CH3:15])=[CH:24][C:23]=2[CH:22]=[CH:21][CH:20]=1. The yield is 0.980. (3) The reactants are O=[C:2]([CH:8]1[C:17](=O)[C:13]2[S:14][CH:15]=[CH:16][C:12]=2[CH2:11][CH2:10][CH2:9]1)[C:3]([O:5][CH2:6][CH3:7])=[O:4].Cl.[Cl:20][C:21]1[CH:26]=[C:25]([Cl:27])[CH:24]=[CH:23][C:22]=1[NH:28][NH2:29]. The catalyst is C(O)C. The product is [Cl:20][C:21]1[CH:26]=[C:25]([Cl:27])[CH:24]=[CH:23][C:22]=1[N:28]1[C:17]2[C:13]3[S:14][CH:15]=[CH:16][C:12]=3[CH2:11][CH2:10][CH2:9][C:8]=2[C:2]([C:3]([O:5][CH2:6][CH3:7])=[O:4])=[N:29]1. The yield is 0.350.